Dataset: Drug-target binding data from BindingDB using IC50 measurements. Task: Regression. Given a target protein amino acid sequence and a drug SMILES string, predict the binding affinity score between them. We predict pIC50 (pIC50 = -log10(IC50 in M); higher means more potent). Dataset: bindingdb_ic50. (1) The compound is COc1ccccc1-c1cc(=O)c2c(O)ccc([N+](=O)[O-])c2o1. The target protein (P22696) has sequence MPSDVASRTGLPTPWTVRYSKSKKREYFFNPETKHSQWEEPEGTNKDQLHKHLRDHPVRVRCLHILIKHKDSRRPASHRSENITISKQDATDELKTLITRLDDDSKTNSFEALAKERSDCSSYKRGGDLGWFGRGEMQPSFEDAAFQLKVGEVSDIVESGSGVHVIKRVG. The pIC50 is 5.0. (2) The pIC50 is 4.0. The target is PDASQDDGPAVERPSTEL. The compound is Cc1ccc(-c2nn(-c3ccc(S(N)(=O)=O)cc3)cc2C#N)cc1. (3) The small molecule is N[C@H]1CC[C@H](Nc2nc(Nc3ccc(C(=O)N4CCCCC4)cc3)c3ncn(-c4ccc5c(c4)OCO5)c3n2)CC1. The target is PFCDPK1(Pfalciparum). The pIC50 is 6.5. (4) The drug is COC(=O)CCC(=O)N[C@H](COC(=O)C(C)(Cc1c[nH]c2ccccc12)NC(=O)OC1[C@H]2C[C@@H]3C[C@@H](C[C@H]1C3)C2)c1ccccc1. The target protein (P56481) has sequence MDLLKLNRSLQGPGPGSGSSLCRPGVSLLNSSSAGNLSCETPRIRGTGTRELELTIRITLYAVIFLMSVGGNVLIIVVLGLSRRLRTVTNAFLLSLAVSDLLLAVACMPFTLLPNLMGTFIFGTVICKAVSYLMGVSVSVSTLNLAAIALERYSAICRPLQARVWQTRSHAARVILATWLLSGLLMVPYPVYTVVQPVGPRILQCMHLWPSERVQQMWSVLLLILLFFIPGVVMAVAYGLISRELYLGLRFDGDNDSETQSRVRNQGGLPGGAAAPGPVHQNGGCRHVTSLTGEDSDGCYVQLPRSRLEMTTLTTPTTGPGPGPRPNQAKLLAKKRVVRMLLVIVLLFFVCWLPVYSANTWRAFDGPGARRALAGAPISFIHLLSYTSACANPLVYCFMHRRFRQACLDTCARCCPRPPRARPRPLPDEDPPTPSIASLSRLSYTTISTLGPG. The pIC50 is 6.5. (5) The compound is COc1ccc(C(=O)N(C)/N=C/c2ccc(OC)c(OC)c2)cc1. The target protein (Q08493) has sequence MENLGVGEGAEACSRLSRSRGRHSMTRAPKHLWRQPRRPIRIQQRFYSDPDKSAGCRERDLSPRPELRKSRLSWPVSSCRRFDLENGLSCGRRALDPQSSPGLGRIMQAPVPHSQRRESFLYRSDSDYELSPKAMSRNSSVASDLHGEDMIVTPFAQVLASLRTVRSNVAALARQQCLGAAKQGPVGNPSSSNQLPPAEDTGQKLALETLDELDWCLDQLETLQTRHSVGEMASNKFKRILNRELTHLSETSRSGNQVSEYISRTFLDQQTEVELPKVTAEEAPQPMSRISGLHGLCHSASLSSATVPRFGVQTDQEEQLAKELEDTNKWGLDVFKVAELSGNRPLTAIIFSIFQERDLLKTFQIPADTLATYLLMLEGHYHANVAYHNSLHAADVAQSTHVLLATPALEAVFTDLEILAALFASAIHDVDHPGVSNQFLINTNSELALMYNDASVLENHHLAVGFKLLQAENCDIFQNLSAKQRLSLRRMVIDMVLATD.... The pIC50 is 6.3. (6) The small molecule is Cn1c(=O)oc2ccc(-c3ccc(C[C@@H](C#N)NC(=O)[C@@H]4CNCCCO4)cc3)cc21. The target protein (O97578) has sequence DTPANCTHPELLGTWVFQVGPAGSRSVNCSVMGPPEKKVVVHLEKLDTAYDNFGNTGHFTIIYNQGFEIVLNDYKWFAFFKYKEEGHKVTSYCNETMTGWVHDVLGRNWACFTGTKMGTTSEKAKVNTKHIERLQENNSNRLYKYNYEFVKAINTIQKSWTATRYIEYETLTLRDMMTRVGGRKIPRPKPTPLTAEIHEEISRLPTSWDWRNVRGTNFVSPVRNQASCGSCYAFASTAMLEARIRILTNNTQTPILSPQEIVSCSQYAQGCEGGFPYLIAGKYAQDFGLVEEACFPYAGSDSPCKPNDCFRYYSSEYYYVGGFYGACNEALMKLELVRHGPMAVAFEVYDDFFHYQKGIYYHTGLRDPFNPFELTNHAVLLVGYGTDSASGMDYWIVKNSWGSRWGEDGYFRIRRGTDECAIESIAVAATPIPKL. The pIC50 is 7.8.